Dataset: Catalyst prediction with 721,799 reactions and 888 catalyst types from USPTO. Task: Predict which catalyst facilitates the given reaction. (1) Reactant: [Cl:1][C:2]1[N:3]=[N:4][CH:5]=[C:6](Cl)[C:7]=1[Cl:8].C(N(C(C)C)C(C)C)C.[NH:19]1[CH2:22][CH:21]([C:23]([NH:25][C:26]2[CH:31]=[CH:30][C:29]([S:32]([CH:35]3[CH2:40][CH2:39][N:38]([C:41]([O:43][C:44]([CH3:47])([CH3:46])[CH3:45])=[O:42])[CH2:37][CH2:36]3)(=[O:34])=[O:33])=[CH:28][CH:27]=2)=[O:24])[CH2:20]1. Product: [Cl:8][C:7]1[C:6]([N:19]2[CH2:22][CH:21]([C:23]([NH:25][C:26]3[CH:27]=[CH:28][C:29]([S:32]([CH:35]4[CH2:36][CH2:37][N:38]([C:41]([O:43][C:44]([CH3:47])([CH3:46])[CH3:45])=[O:42])[CH2:39][CH2:40]4)(=[O:34])=[O:33])=[CH:30][CH:31]=3)=[O:24])[CH2:20]2)=[CH:5][N:4]=[N:3][C:2]=1[Cl:1]. The catalyst class is: 35. (2) Reactant: O1[C:5]2([CH2:10][CH2:9][N:8]([C:11]3[CH:21]=[CH:20][C:14]([C:15]([O:17][CH2:18][CH3:19])=[O:16])=[CH:13][CH:12]=3)[CH2:7][CH2:6]2)[O:4]CC1. Product: [O:4]=[C:5]1[CH2:6][CH2:7][N:8]([C:11]2[CH:21]=[CH:20][C:14]([C:15]([O:17][CH2:18][CH3:19])=[O:16])=[CH:13][CH:12]=2)[CH2:9][CH2:10]1. The catalyst class is: 15. (3) Reactant: [F:1][C:2]1[CH:7]=[CH:6][C:5]([C:8]([CH3:12])([CH3:11])[CH2:9][NH2:10])=[CH:4][CH:3]=1.[Cl:13][C:14]1[N:15]=[N:16][C:17](Cl)=[CH:18][C:19]=1[CH3:20].C([O-])([O-])=O.[K+].[K+]. Product: [Cl:13][C:14]1[N:15]=[N:16][C:17]([NH:10][CH2:9][C:8]([C:5]2[CH:4]=[CH:3][C:2]([F:1])=[CH:7][CH:6]=2)([CH3:12])[CH3:11])=[CH:18][C:19]=1[CH3:20]. The catalyst class is: 32. (4) Reactant: [O:1]1[CH2:6][CH2:5][N:4]([C:7]2[O:8][C:9]3[C:14]([C:15](=[O:17])[CH:16]=2)=[CH:13][C:12]([C:18]([O:20][CH3:21])=[O:19])=[CH:11][C:10]=3[CH:22]2[CH2:26][CH2:25][CH2:24][NH:23]2)[CH2:3][CH2:2]1.Br[C:28]1[CH:33]=[C:32]([F:34])[CH:31]=[C:30]([F:35])[CH:29]=1.C(=O)([O-])[O-].[Cs+].[Cs+]. Product: [F:34][C:32]1[CH:33]=[C:28]([N:23]2[CH2:24][CH2:25][CH2:26][CH:22]2[C:10]2[CH:11]=[C:12]([C:18]([O:20][CH3:21])=[O:19])[CH:13]=[C:14]3[C:9]=2[O:8][C:7]([N:4]2[CH2:3][CH2:2][O:1][CH2:6][CH2:5]2)=[CH:16][C:15]3=[O:17])[CH:29]=[C:30]([F:35])[CH:31]=1. The catalyst class is: 12.